From a dataset of Retrosynthesis with 50K atom-mapped reactions and 10 reaction types from USPTO. Predict the reactants needed to synthesize the given product. (1) Given the product O=C(CCl)Nc1ccc(Cl)cn1, predict the reactants needed to synthesize it. The reactants are: Nc1ccc(Cl)cn1.O=C(Cl)CCl. (2) Given the product COCCn1ccc2c(Nc3cc[nH]n3)nc(S(=O)(=O)c3ccc(F)cc3)nc21, predict the reactants needed to synthesize it. The reactants are: COCCn1ccc2c(Cl)nc(S(=O)(=O)c3ccc(F)cc3)nc21.Nc1cc[nH]n1. (3) Given the product Cc1ccc(S(=O)(=O)Nc2cc(Br)ncc2N[C@@H](C)CO)cc1, predict the reactants needed to synthesize it. The reactants are: C[C@@H](CO)Nc1cnc(Br)cc1N.Cc1ccc(S(=O)(=O)Cl)cc1. (4) Given the product OCc1cnc(Cl)c(OCc2ccccc2)c1, predict the reactants needed to synthesize it. The reactants are: COC(=O)c1cnc(Cl)c(OCc2ccccc2)c1. (5) Given the product O=C1C(=O)c2ccccc2C2=C1SCC1(CCN(CC3CCCO3)CC1)O2, predict the reactants needed to synthesize it. The reactants are: BrCC1CCCO1.O=C1C(=O)c2ccccc2C2=C1SCC1(CCNCC1)O2. (6) The reactants are: CCOC(=O)C(C)=Cc1cc(OC)c(OC)cc1[N+](=O)[O-]. Given the product CCOC(=O)C(C)=Cc1cc(OC)c(OC)cc1N, predict the reactants needed to synthesize it. (7) Given the product Clc1nc(N2CCOCC2)c2sc(CN3CCN(Cc4ncc[nH]4)CC3)cc2n1, predict the reactants needed to synthesize it. The reactants are: Clc1nc(N2CCOCC2)c2sc(CN3CCNCC3)cc2n1.O=Cc1ncc[nH]1.